Predict the reaction yield, written as a fraction of the theoretical maximum amount of product (1.0 means a 100% yield; for example, 0.34 means a 34% yield). From a dataset of Reaction yield outcomes from USPTO patents with 853,638 reactions. (1) The reactants are Br.[CH2:2]([O:4][C:5]([C:7]1[C:19]2[CH2:18][CH2:17][C:16]3[CH:15]=[N:14][CH:13]=[CH:12][C:11]=3[C:10]=2[NH:9][C:8]=1Br)=[O:6])[CH3:3].[Li+].[Cl-]. The catalyst is CCO.C1(C)C=CC=CC=1.Cl[Pd](Cl)([P](C1C=CC=CC=1)(C1C=CC=CC=1)C1C=CC=CC=1)[P](C1C=CC=CC=1)(C1C=CC=CC=1)C1C=CC=CC=1. The product is [CH2:2]([O:4][C:5]([C:7]1[C:19]2[CH2:18][CH2:17][C:16]3[CH:15]=[N:14][CH:13]=[CH:12][C:11]=3[C:10]=2[NH:9][CH:8]=1)=[O:6])[CH3:3]. The yield is 0.500. (2) The reactants are Cl.CN(C)CCCN=C=NCC.[C:13]([CH2:16][CH2:17][CH2:18][O:19][C:20]1[CH:29]=[C:28]2[C:23]([C:24]([NH:30][C:31]3[CH:36]=[CH:35][C:34]([Cl:37])=[CH:33][C:32]=3[F:38])=[N:25][CH:26]=[N:27]2)=[CH:22][C:21]=1[O:39][CH3:40])([OH:15])=O.[CH3:41][N:42]1[CH2:47][CH2:46][NH:45][CH2:44][CH2:43]1. The catalyst is CN(C)C1C=CN=CC=1.CN(C=O)C. The product is [Cl:37][C:34]1[CH:35]=[CH:36][C:31]([NH:30][C:24]2[C:23]3[C:28](=[CH:29][C:20]([O:19][CH2:18][CH2:17][CH2:16][C:13]([N:45]4[CH2:46][CH2:47][N:42]([CH3:41])[CH2:43][CH2:44]4)=[O:15])=[C:21]([O:39][CH3:40])[CH:22]=3)[N:27]=[CH:26][N:25]=2)=[C:32]([F:38])[CH:33]=1. The yield is 0.440.